From a dataset of Full USPTO retrosynthesis dataset with 1.9M reactions from patents (1976-2016). Predict the reactants needed to synthesize the given product. Given the product [Br:1][C:2]1[CH:7]=[CH:6][C:5]([O:8][CH:22]([F:27])[F:26])=[C:4]([CH3:9])[CH:3]=1, predict the reactants needed to synthesize it. The reactants are: [Br:1][C:2]1[CH:7]=[CH:6][C:5]([OH:8])=[C:4]([CH3:9])[CH:3]=1.CN(C=O)C.C([O-])([O-])=O.[K+].[K+].Cl[C:22]([F:27])([F:26])C([O-])=O.[Na+].